From a dataset of Forward reaction prediction with 1.9M reactions from USPTO patents (1976-2016). Predict the product of the given reaction. (1) Given the reactants [FH:1].[Cl:2][C:3]1[CH:8]=[CH:7][C:6]([C:9]2(O)[CH2:14][CH2:13][NH:12][CH2:11][CH2:10]2)=[CH:5][CH:4]=1.C(=O)(O)[O-].[Na+], predict the reaction product. The product is: [Cl:2][C:3]1[CH:8]=[CH:7][C:6]([C:9]2([F:1])[CH2:14][CH2:13][NH:12][CH2:11][CH2:10]2)=[CH:5][CH:4]=1. (2) Given the reactants [Cl:1][C:2]1[N:11]=[C:10]2[C:5]([CH:6]=[CH:7][C:8](=[O:12])[NH:9]2)=[CH:4][CH:3]=1.C[Si]([N-][Si](C)(C)C)(C)C.[Li+].[CH2:23]1[CH2:27][O:26][CH2:25][CH2:24]1.BrCCCOC, predict the reaction product. The product is: [Cl:1][C:2]1[N:11]=[C:10]2[C:5]([CH:6]=[CH:7][C:8](=[O:12])[N:9]2[CH2:23][CH2:24][CH2:25][O:26][CH3:27])=[CH:4][CH:3]=1. (3) Given the reactants Br[CH2:2][CH2:3][O:4][C:5]1[CH:14]=[CH:13][C:8]([C:9]([O:11][CH3:12])=[O:10])=[CH:7][CH:6]=1.C1C2[CH2:30][C@H:29]3[N:32]([CH2:34][CH2:35][C@@]45[C@H]3C=C[C@H](O)[C@@H]4OC(C=25)=C(O)C=1)C.[OH2:36], predict the reaction product. The product is: [O:36]1[CH2:30][CH2:29][N:32]([CH2:2][CH2:3][O:4][C:5]2[CH:14]=[CH:13][C:8]([C:9]([O:11][CH3:12])=[O:10])=[CH:7][CH:6]=2)[CH2:34][CH2:35]1. (4) Given the reactants Cl[C:2]1[N:3]=[C:4]([N:17]2[CH2:22][CH2:21][CH:20]([CH2:23][O:24][CH2:25][CH2:26][N:27]3[CH2:31][CH2:30][CH2:29][CH2:28]3)[CH2:19][CH2:18]2)[C:5]2[C:10]([C:11]3[CH:16]=[CH:15][CH:14]=[CH:13][CH:12]=3)=[CH:9][S:8][C:6]=2[N:7]=1.[N-:32]=[N+]=[N-].[Na+], predict the reaction product. The product is: [C:11]1([C:10]2[C:5]3[C:4]([N:17]4[CH2:22][CH2:21][CH:20]([CH2:23][O:24][CH2:25][CH2:26][N:27]5[CH2:31][CH2:30][CH2:29][CH2:28]5)[CH2:19][CH2:18]4)=[N:3][C:2]([NH2:32])=[N:7][C:6]=3[S:8][CH:9]=2)[CH:16]=[CH:15][CH:14]=[CH:13][CH:12]=1. (5) Given the reactants C(OC(=O)[NH:7][C@H:8]([C:11]1[CH:16]=[CH:15][C:14]([O:17][CH2:18][CH:19]([CH3:23])[CH2:20][CH2:21][CH3:22])=[CH:13][CH:12]=1)[CH2:9][OH:10])(C)(C)C.[ClH:25], predict the reaction product. The product is: [ClH:25].[NH2:7][C@H:8]([C:11]1[CH:16]=[CH:15][C:14]([O:17][CH2:18][CH:19]([CH3:23])[CH2:20][CH2:21][CH3:22])=[CH:13][CH:12]=1)[CH2:9][OH:10].